From a dataset of Forward reaction prediction with 1.9M reactions from USPTO patents (1976-2016). Predict the product of the given reaction. (1) Given the reactants [CH:1]([C:4]1[O:8][N:7]=[C:6]([C@H:9]2[CH2:14][CH2:13][C@H:12]([C:15]([OH:17])=O)[CH2:11][CH2:10]2)[N:5]=1)([CH3:3])[CH3:2].[NH2:18][CH2:19][CH2:20][NH:21][C:22](=[O:28])[O:23][C:24]([CH3:27])([CH3:26])[CH3:25].CCN=C=NCCCN(C)C.Cl.C1C=CC2N(O)N=NC=2C=1.O.C(N(CC)CC)C, predict the reaction product. The product is: [CH:1]([C:4]1[O:8][N:7]=[C:6]([C@H:9]2[CH2:10][CH2:11][C@H:12]([C:15]([NH:18][CH2:19][CH2:20][NH:21][C:22](=[O:28])[O:23][C:24]([CH3:26])([CH3:25])[CH3:27])=[O:17])[CH2:13][CH2:14]2)[N:5]=1)([CH3:2])[CH3:3]. (2) Given the reactants Cl.[CH2:2]([O:9][C:10]1[CH:15]=[CH:14][C:13]([NH:16][NH2:17])=[CH:12][CH:11]=1)[C:3]1[CH:8]=[CH:7][CH:6]=[CH:5][CH:4]=1.C[Si](C)(C)[N-][Si](C)(C)C.[Na+].[Br:28][C:29]1[CH:34]=[CH:33][C:32]([O:35][CH3:36])=[CH:31][C:30]=1[CH2:37]Br.O, predict the reaction product. The product is: [CH2:2]([O:9][C:10]1[CH:11]=[CH:12][C:13]([N:16]([CH2:37][C:30]2[CH:31]=[C:32]([O:35][CH3:36])[CH:33]=[CH:34][C:29]=2[Br:28])[NH2:17])=[CH:14][CH:15]=1)[C:3]1[CH:4]=[CH:5][CH:6]=[CH:7][CH:8]=1. (3) Given the reactants [C:1](Cl)(=[O:5])[C:2](Cl)=[O:3].ClCCl.[F:10][C:11]1[CH:12]=[C:13]([C@H:18]2[NH:23][C@@H:22]([CH:24]([OH:26])[CH3:25])[CH2:21][O:20][CH2:19]2)[CH:14]=[CH:15][C:16]=1[F:17].N1C=CC=CC=1, predict the reaction product. The product is: [F:10][C:11]1[CH:12]=[C:13]([C@@H:18]2[CH2:19][O:20][CH2:21][C@@H:22]3[C@H:24]([CH3:25])[O:26][C:1](=[O:5])[C:2](=[O:3])[N:23]23)[CH:14]=[CH:15][C:16]=1[F:17]. (4) Given the reactants Br[C:2]1[CH:3]=[N:4][C:5]2[C:10]([CH:11]=1)=[N:9][CH:8]=[CH:7][CH:6]=2.C([C:14](CC)([C:18]([O-:20])=[O:19])C([O-])=O)C.C(=O)([O-])[O-].[Cs+].[Cs+].N1C=CC=[CH:31][C:30]=1C(O)=O, predict the reaction product. The product is: [N:4]1[C:5]2[C:10](=[N:9][CH:8]=[CH:7][CH:6]=2)[CH:11]=[C:2]([CH2:14][C:18]([O:20][CH2:30][CH3:31])=[O:19])[CH:3]=1. (5) The product is: [CH3:24][O:19][C:18]([C:5]1[N:4]=[CH:3][N:2]([CH2:6][C:11]2[CH:16]=[CH:15][CH:14]=[CH:13][CH:12]=2)[N:1]=1)=[O:21]. Given the reactants [N:1]1[N:2]([C:6](OC)=O)[CH:3]=[N:4][CH:5]=1.C(Br)[C:11]1[CH:16]=[CH:15][CH:14]=[CH:13][CH:12]=1.[C:18](=[O:21])([O-])[O-:19].[K+].[K+].[C:24](#N)C, predict the reaction product. (6) Given the reactants [NH:1]1[CH2:6][CH2:5][CH:4]([NH:7][C:8]([C:10]2[C:14]3[N:15]=[CH:16][N:17]=[C:18]([C:19]4[CH:24]=[C:23]([O:25][CH3:26])[C:22]([F:27])=[CH:21][C:20]=4[O:28][CH2:29][CH:30]4[CH2:32][CH2:31]4)[C:13]=3[NH:12][CH:11]=2)=[O:9])[CH2:3][CH2:2]1.Cl[C:34]([C@@H:36]([O:38]C(=O)C)[CH3:37])=[O:35], predict the reaction product. The product is: [OH:38][C@@H:36]([CH3:37])[C:34]([N:1]1[CH2:2][CH2:3][CH:4]([NH:7][C:8]([C:10]2[C:14]3[N:15]=[CH:16][N:17]=[C:18]([C:19]4[CH:24]=[C:23]([O:25][CH3:26])[C:22]([F:27])=[CH:21][C:20]=4[O:28][CH2:29][CH:30]4[CH2:32][CH2:31]4)[C:13]=3[NH:12][CH:11]=2)=[O:9])[CH2:5][CH2:6]1)=[O:35]. (7) The product is: [N:1]([CH2:8][C@H:9]([OH:7])[C@H:10]([O:13][CH2:14][C:15]1[CH:20]=[CH:19][CH:18]=[CH:17][CH:16]=1)[CH:11]=[CH2:12])=[N+:2]=[N-:3]. Given the reactants [N-:1]=[N+:2]=[N-:3].[Na+].[NH4+].[Cl-].[O:7]1[C@H:9]([C@H:10]([O:13][CH2:14][C:15]2[CH:20]=[CH:19][CH:18]=[CH:17][CH:16]=2)[CH:11]=[CH2:12])[CH2:8]1, predict the reaction product.